From a dataset of Reaction yield outcomes from USPTO patents with 853,638 reactions. Predict the reaction yield, written as a fraction of the theoretical maximum amount of product (1.0 means a 100% yield; for example, 0.34 means a 34% yield). (1) The reactants are CN(C)S(N[C@H:7]1[CH2:12][CH2:11][C@H:10]([NH:13][C:14]2[N:19]=[C:18]([C:20]3[N:21]([CH:26]([CH3:28])[CH3:27])[C:22]([CH3:25])=[N:23][CH:24]=3)[CH:17]=[CH:16][N:15]=2)C[CH2:8]1)(=O)=O.CN(C)/C=C/C(C1N(C(C)C)C(C)=NC=1)=O.[CH3:46][OH:47].[OH-:48].[Li+]. The catalyst is COCCO.C1COCC1.O. The product is [CH3:25][C:22]1[N:21]([CH:26]([CH3:28])[CH3:27])[C:20]([C:18]2[CH:17]=[CH:16][N:15]=[C:14]([NH:13][C@@H:10]3[CH2:8][CH2:7][CH:12]([C:46]([OH:48])=[O:47])[CH2:11]3)[N:19]=2)=[CH:24][N:23]=1. The yield is 0.290. (2) The reactants are O[Li].O.C[O:5][C:6](=[O:26])[C:7]1[CH:12]=[C:11]([N:13]2[CH:17]=[N:16][N:15]=[N:14]2)[CH:10]=[C:9]([N:18]2[CH:23]=[CH:22][C:21]([CH3:24])=[CH:20][C:19]2=[O:25])[CH:8]=1. The catalyst is O.C1COCC1. The product is [CH3:24][C:21]1[CH:22]=[CH:23][N:18]([C:9]2[CH:8]=[C:7]([CH:12]=[C:11]([N:13]3[CH:17]=[N:16][N:15]=[N:14]3)[CH:10]=2)[C:6]([OH:26])=[O:5])[C:19](=[O:25])[CH:20]=1. The yield is 0.950. (3) The reactants are O[C:2]1[C:11](O)=[CH:10][C:9]2[C:4](=[CH:5][CH:6]=[CH:7][CH:8]=2)[CH:3]=1.[NH2:13][C:14]1[C:23]([NH2:24])=[CH:22][C:21]2[C:16](=[CH:17][CH:18]=[CH:19][CH:20]=2)[CH:15]=1.CN(C)C1C=CC=CC=1.C(Cl)Cl. The catalyst is C1(C)C=CC=CC=1.CCCCCCC. The product is [CH:8]1[C:9]2[C:4](=[CH:3][C:2]3[NH:13][C:14]4[CH:15]=[C:16]5[CH:17]=[CH:18][CH:19]=[CH:20][C:21]5=[CH:22][C:23]=4[NH:24][C:11]=3[CH:10]=2)[CH:5]=[CH:6][CH:7]=1. The yield is 0.650. (4) The reactants are [CH3:1][O:2][C:3]1[CH:8]=[CH:7][C:6]([CH3:9])=[CH:5][C:4]=1[NH:10][S:11]([C:14]1[CH:15]=[C:16]([CH:23]=C)[C:17]2[O:21][CH:20]=[CH:19][C:18]=2[CH:22]=1)(=[O:13])=[O:12].N1C(C)=CC=CC=1C.I([O-])(=O)(=O)=[O:34].[Na+].Cl. The catalyst is O1CCOCC1.O.[Os](=O)(=O)(=O)=O. The product is [CH:23]([C:16]1[C:17]2[O:21][CH:20]=[CH:19][C:18]=2[CH:22]=[C:14]([S:11]([NH:10][C:4]2[CH:5]=[C:6]([CH3:9])[CH:7]=[CH:8][C:3]=2[O:2][CH3:1])(=[O:12])=[O:13])[CH:15]=1)=[O:34]. The yield is 0.880. (5) The reactants are [CH3:1][O:2][CH2:3][C:4](=[O:18])[C:5](=[N:10][NH:11][C:12]1[CH:13]=[N:14][CH:15]=[CH:16][CH:17]=1)[C:6]([O:8][CH3:9])=[O:7].[CH3:19]OC(OC)N(C)C. No catalyst specified. The product is [CH3:1][O:2][C:3]1[C:4](=[O:18])[C:5]([C:6]([O:8][CH3:9])=[O:7])=[N:10][N:11]([C:12]2[CH:13]=[N:14][CH:15]=[CH:16][CH:17]=2)[CH:19]=1. The yield is 0.640. (6) The reactants are Br.[NH2:2][C:3]1[C:4]([OH:17])=[C:5]([C:9]2[O:13][C:12]([C:14]([OH:16])=[O:15])=[CH:11][CH:10]=2)[CH:6]=[CH:7][CH:8]=1.[N:18]([O-])=O.[Na+].[CH2:22]1[C:30]2[C:25](=[CH:26][C:27]([N:31]3[C:35](=[O:36])[CH2:34][C:33]([CH3:37])=[N:32]3)=[CH:28][CH:29]=2)[CH2:24][CH2:23]1.C(=O)(O)[O-].[Na+]. The catalyst is Cl.C(O)C. The product is [OH:17][C:4]1[C:3]([NH:2][N:18]=[C:34]2[C:35](=[O:36])[N:31]([C:27]3[CH:26]=[C:25]4[C:30](=[CH:29][CH:28]=3)[CH2:22][CH2:23][CH2:24]4)[N:32]=[C:33]2[CH3:37])=[CH:8][CH:7]=[CH:6][C:5]=1[C:9]1[O:13][C:12]([C:14]([OH:16])=[O:15])=[CH:11][CH:10]=1. The yield is 0.718. (7) The reactants are [C:1]([O:5][C:6]([NH:8][C:9]1([C:13]2[CH:21]=[CH:20][C:16]([C:17]([OH:19])=[O:18])=[CH:15][CH:14]=2)[CH2:12][CH2:11][CH2:10]1)=[O:7])([CH3:4])([CH3:3])[CH3:2].[N+](=[CH:24][Si](C)(C)C)=[N-].C(O)(=O)C. The catalyst is ClCCl.CO. The product is [C:1]([O:5][C:6]([NH:8][C:9]1([C:13]2[CH:14]=[CH:15][C:16]([C:17]([O:19][CH3:24])=[O:18])=[CH:20][CH:21]=2)[CH2:10][CH2:11][CH2:12]1)=[O:7])([CH3:4])([CH3:2])[CH3:3]. The yield is 0.930. (8) The reactants are [CH3:1][C:2]1[CH:7]=[CH:6][C:5]([NH:8][C:9](=[NH:19])[CH2:10][C:11](=[O:18])[C:12]2[CH:17]=[CH:16][CH:15]=[CH:14][CH:13]=2)=[CH:4][CH:3]=1.[C:20](OC)(=[O:23])[C:21]#[CH:22]. The catalyst is CO. The product is [NH2:19][C:9]1[N:8]([C:5]2[CH:6]=[CH:7][C:2]([CH3:1])=[CH:3][CH:4]=2)[C:20](=[O:23])[CH:21]=[CH:22][C:10]=1[C:11](=[O:18])[C:12]1[CH:13]=[CH:14][CH:15]=[CH:16][CH:17]=1. The yield is 0.600. (9) The reactants are CN1CCOCC1.Cl.[NH2:9][CH2:10][C:11]([O:13][CH3:14])=[O:12].[CH2:15]([C@@H:19]([CH2:23][CH:24]=[CH2:25])[C:20](O)=[O:21])[CH:16]([CH3:18])[CH3:17].CN(C(ON1N=NC2C=CC=NC1=2)=[N+](C)C)C.F[P-](F)(F)(F)(F)F. The catalyst is C(Cl)Cl.O. The product is [CH2:15]([C@@H:19]([CH2:23][CH:24]=[CH2:25])[C:20]([NH:9][CH2:10][C:11]([O:13][CH3:14])=[O:12])=[O:21])[CH:16]([CH3:18])[CH3:17]. The yield is 0.600.